This data is from Full USPTO retrosynthesis dataset with 1.9M reactions from patents (1976-2016). The task is: Predict the reactants needed to synthesize the given product. (1) The reactants are: C(OC([N:8]1[CH2:12][CH2:11][CH2:10][C@@H:9]1[CH2:13][O:14][C:15]1[CH:20]=[CH:19][CH:18]=[CH:17][C:16]=1[C:21]([N:23]1[CH2:37][C:26]2=[C:27]3[N:32]([N:33]=[C:25]2[CH2:24]1)[C:31]([CH3:34])=[C:30]([Cl:35])[C:29]([CH3:36])=[N:28]3)=[O:22])=O)(C)(C)C.Cl. Given the product [Cl:35][C:30]1[C:29]([CH3:36])=[N:28][C:27]2[N:32]([N:33]=[C:25]3[CH2:24][N:23]([C:21]([C:16]4[CH:17]=[CH:18][CH:19]=[CH:20][C:15]=4[O:14][CH2:13][C@H:9]4[CH2:10][CH2:11][CH2:12][NH:8]4)=[O:22])[CH2:37][C:26]3=2)[C:31]=1[CH3:34], predict the reactants needed to synthesize it. (2) The reactants are: S(Cl)([Cl:3])=O.[CH2:5]([C:8]1[CH:31]=[C:30]([CH:32]2[CH2:37][CH2:36][CH2:35][CH2:34][CH2:33]2)[CH:29]=[CH:28][C:9]=1[O:10][CH2:11][CH2:12][CH2:13][O:14][C:15]1[CH:16]=[C:17]([CH:25]=[CH:26][CH:27]=1)[CH:18](O)[C:19]([O:21][CH2:22][CH3:23])=[O:20])[CH2:6][CH3:7].N1C=CC=CC=1. Given the product [Cl:3][CH:18]([C:17]1[CH:25]=[CH:26][CH:27]=[C:15]([O:14][CH2:13][CH2:12][CH2:11][O:10][C:9]2[CH:28]=[CH:29][C:30]([CH:32]3[CH2:37][CH2:36][CH2:35][CH2:34][CH2:33]3)=[CH:31][C:8]=2[CH2:5][CH2:6][CH3:7])[CH:16]=1)[C:19]([O:21][CH2:22][CH3:23])=[O:20], predict the reactants needed to synthesize it. (3) Given the product [Cl:1][C:2]1[CH:23]=[C:22]([F:24])[C:5]([O:6][C:7]([C:10]2[N:29]([CH2:27][CH3:28])[C:13]([C:15]3[CH:20]=[CH:19][N:18]=[C:17]([NH2:21])[CH:16]=3)=[N:12][N:11]=2)([CH3:9])[CH3:8])=[C:4]([F:25])[CH:3]=1, predict the reactants needed to synthesize it. The reactants are: [Cl:1][C:2]1[CH:23]=[C:22]([F:24])[C:5]([O:6][C:7]([C:10]2O[C:13]([C:15]3[CH:20]=[CH:19][N:18]=[C:17]([NH2:21])[CH:16]=3)=[N:12][N:11]=2)([CH3:9])[CH3:8])=[C:4]([F:25])[CH:3]=1.Cl.[CH2:27]([NH2:29])[CH3:28]. (4) Given the product [Cl:1][C:2]1[CH:3]=[C:4]([C@@H:8]2[C@@H:13]([C:14]3[CH:19]=[CH:18][C:17]([Cl:20])=[CH:16][CH:15]=3)[N:12]([CH:21]([CH2:22][CH3:23])[CH2:24][CH3:25])[C:11](=[O:26])[C@:10]([CH2:28][CH:29]([OH:33])[C:30]([NH:63][CH2:62][C:61]3[CH:64]=[CH:65][C:66]([O:68][CH3:69])=[CH:67][C:60]=3[O:59][CH3:58])=[O:32])([CH3:27])[CH2:9]2)[CH:5]=[CH:6][CH:7]=1, predict the reactants needed to synthesize it. The reactants are: [Cl:1][C:2]1[CH:3]=[C:4]([C@@H:8]2[C@@H:13]([C:14]3[CH:19]=[CH:18][C:17]([Cl:20])=[CH:16][CH:15]=3)[N:12]([CH:21]([CH2:24][CH3:25])[CH2:22][CH3:23])[C:11](=[O:26])[C@:10]([CH2:28][CH:29]([OH:33])[C:30]([OH:32])=O)([CH3:27])[CH2:9]2)[CH:5]=[CH:6][CH:7]=1.CN(C(ON1N=NC2C=CC=NC1=2)=[N+](C)C)C.F[P-](F)(F)(F)(F)F.[CH3:58][O:59][C:60]1[CH:67]=[C:66]([O:68][CH3:69])[CH:65]=[CH:64][C:61]=1[CH2:62][NH2:63].C(N(CC)CC)C. (5) The reactants are: [NH:1]1[C:5]2[CH:6]=[CH:7][C:8]([C:10]([OH:12])=O)=[CH:9][C:4]=2[N:3]=[CH:2]1.[F:13][C:14]1[C:27]2[CH2:26][CH2:25][C@H:24]3[C@H:19]([CH2:20][CH2:21][CH2:22][NH:23]3)[C:18]=2[CH:17]=[C:16]([F:28])[CH:15]=1. Given the product [NH:1]1[C:5]2[CH:6]=[CH:7][C:8]([C:10]([N:23]3[C@@H:24]4[C@@H:19]([C:18]5[CH:17]=[C:16]([F:28])[CH:15]=[C:14]([F:13])[C:27]=5[CH2:26][CH2:25]4)[CH2:20][CH2:21][CH2:22]3)=[O:12])=[CH:9][C:4]=2[N:3]=[CH:2]1, predict the reactants needed to synthesize it. (6) Given the product [Cl:1][C:2]1[CH:3]=[N:4][C:5]2[N:6]([N:8]=[C:9]([C:11]([N:16]3[CH2:17][CH2:18][C:19]4[C:24](=[C:23]([CH3:25])[CH:22]=[CH:21][CH:20]=4)[N:15]3[CH3:14])=[O:13])[CH:10]=2)[CH:7]=1, predict the reactants needed to synthesize it. The reactants are: [Cl:1][C:2]1[CH:3]=[N:4][C:5]2[N:6]([N:8]=[C:9]([C:11]([OH:13])=O)[CH:10]=2)[CH:7]=1.[CH3:14][N:15]1[C:24]2[C:19](=[CH:20][CH:21]=[CH:22][C:23]=2[CH3:25])[CH2:18][CH2:17][NH:16]1. (7) Given the product [CH3:11][C:3]1[C:2]([NH:24][C:20]2[N:19]=[C:18]([C:14]3[CH:13]=[N:12][CH:17]=[CH:16][CH:15]=3)[CH:23]=[CH:22][N:21]=2)=[CH:7][C:6]([N+:8]([O-:10])=[O:9])=[CH:5][N:4]=1, predict the reactants needed to synthesize it. The reactants are: Br[C:2]1[C:3]([CH3:11])=[N:4][CH:5]=[C:6]([N+:8]([O-:10])=[O:9])[CH:7]=1.[N:12]1[CH:17]=[CH:16][CH:15]=[C:14]([C:18]2[CH:23]=[CH:22][N:21]=[C:20]([NH2:24])[N:19]=2)[CH:13]=1.C([O-])([O-])=O.[Cs+].[Cs+].CC1(C)C2C(=C(P(C3C=CC=CC=3)C3C=CC=CC=3)C=CC=2)OC2C(P(C3C=CC=CC=3)C3C=CC=CC=3)=CC=CC1=2. (8) Given the product [Cl:1][C:2]1[CH:7]=[CH:6][C:5]([C:8]2[C:9]3[N:10]([C:35]([CH2:36][CH3:37])=[N:34][N:33]=3)[N:11]([CH2:21][C:22]3[C:23]([CH3:32])=[N:24][C:25]([C:28]([F:30])([F:31])[F:29])=[CH:26][CH:27]=3)[C:12](=[O:20])[C:13]=2[C:14]2[CH:19]=[CH:18][N:17]=[CH:16][CH:15]=2)=[CH:4][CH:3]=1, predict the reactants needed to synthesize it. The reactants are: [Cl:1][C:2]1[CH:7]=[CH:6][C:5]([C:8]2[C:9]([NH:33][NH:34][C:35](=O)[CH2:36][CH3:37])=[N:10][N:11]([CH2:21][C:22]3[C:23]([CH3:32])=[N:24][C:25]([C:28]([F:31])([F:30])[F:29])=[CH:26][CH:27]=3)[C:12](=[O:20])[C:13]=2[C:14]2[CH:19]=[CH:18][N:17]=[CH:16][CH:15]=2)=[CH:4][CH:3]=1.O=P(Cl)(Cl)Cl.